Dataset: Full USPTO retrosynthesis dataset with 1.9M reactions from patents (1976-2016). Task: Predict the reactants needed to synthesize the given product. Given the product [Br:7][C:8]1[CH:13]=[CH:12][CH:11]=[C:10]([Br:14])[C:9]=1[O:15][CH2:3][CH2:2][Br:1], predict the reactants needed to synthesize it. The reactants are: [Br:1][CH2:2][CH2:3]Br.[OH-].[Na+].[Br:7][C:8]1[CH:13]=[CH:12][CH:11]=[C:10]([Br:14])[C:9]=1[OH:15].C(OCC)(=O)C.